Dataset: Full USPTO retrosynthesis dataset with 1.9M reactions from patents (1976-2016). Task: Predict the reactants needed to synthesize the given product. (1) Given the product [Si:1]([O:8][C@@H:9]1[C@H:13]([CH2:14][O:15][Si:16]([C:19]([CH3:22])([CH3:21])[CH3:20])([CH3:18])[CH3:17])[CH2:12][C@@H:11]([O:23][C:24]2[N:25]=[CH:26][N:27]=[C:28]([NH:43][C@@H:35]3[C:36]4[C:41](=[CH:40][CH:39]=[CH:38][CH:37]=4)[CH2:42][C@@H:34]3[O:33][CH3:32])[C:29]=2[F:30])[CH2:10]1)([C:4]([CH3:7])([CH3:6])[CH3:5])([CH3:3])[CH3:2], predict the reactants needed to synthesize it. The reactants are: [Si:1]([O:8][C@@H:9]1[C@H:13]([CH2:14][O:15][Si:16]([C:19]([CH3:22])([CH3:21])[CH3:20])([CH3:18])[CH3:17])[CH2:12][C@@H:11]([O:23][C:24]2[C:29]([F:30])=[C:28](Cl)[N:27]=[CH:26][N:25]=2)[CH2:10]1)([C:4]([CH3:7])([CH3:6])[CH3:5])([CH3:3])[CH3:2].[CH3:32][O:33][C@H:34]1[CH2:42][C:41]2[C:36](=[CH:37][CH:38]=[CH:39][CH:40]=2)[C@H:35]1[NH2:43].C(=O)([O-])[O-].[Na+].[Na+]. (2) Given the product [Br:12][C:3]1[CH:2]=[N:11][C:6]2[NH:7][CH2:8][CH2:9][N:10]([CH2:16][C:15]3[C:18]([F:23])=[CH:19][CH:20]=[C:21]([F:22])[C:14]=3[Cl:13])[C:5]=2[C:4]=1[CH3:24], predict the reactants needed to synthesize it. The reactants are: C[C:2]1[C:3]([Br:12])=[CH:4][C:5]2[NH:10][CH2:9][CH2:8][NH:7][C:6]=2[N:11]=1.[Cl:13][C:14]1[C:21]([F:22])=[CH:20][CH:19]=[C:18]([F:23])[C:15]=1[CH2:16]Br.[C:24](#N)C. (3) Given the product [C:17]1([CH3:21])[CH:18]=[CH:19][CH:20]=[C:15]([NH:14][S:2]([C:5]2[CH:13]=[CH:12][C:8]([C:9]([OH:11])=[O:10])=[CH:7][CH:6]=2)(=[O:4])=[O:3])[CH:16]=1, predict the reactants needed to synthesize it. The reactants are: Cl[S:2]([C:5]1[CH:13]=[CH:12][C:8]([C:9]([OH:11])=[O:10])=[CH:7][CH:6]=1)(=[O:4])=[O:3].[NH2:14][C:15]1[CH:20]=[CH:19][CH:18]=[C:17]([CH3:21])[CH:16]=1. (4) Given the product [CH3:12][S:9]([C:6]1[CH:7]=[CH:8][C:3]([CH2:2][NH:14][CH3:13])=[CH:4][CH:5]=1)(=[O:11])=[O:10], predict the reactants needed to synthesize it. The reactants are: Br[CH2:2][C:3]1[CH:8]=[CH:7][C:6]([S:9]([CH3:12])(=[O:11])=[O:10])=[CH:5][CH:4]=1.[CH3:13][NH2:14]. (5) Given the product [CH2:30]([O:17][C:5]1[C:6]([CH:8]([C:11]2[CH:16]=[CH:15][CH:14]=[CH:13][CH:12]=2)[CH:9]=[CH2:10])=[CH:7][C:2]([Br:1])=[CH:3][C:4]=1[N+:18]([O-:20])=[O:19])[CH:29]=[CH2:28], predict the reactants needed to synthesize it. The reactants are: [Br:1][C:2]1[CH:7]=[C:6]([CH:8]([C:11]2[CH:16]=[CH:15][CH:14]=[CH:13][CH:12]=2)[CH:9]=[CH2:10])[C:5]([OH:17])=[C:4]([N+:18]([O-:20])=[O:19])[CH:3]=1.C(=O)([O-])[O-].[K+].[K+].Br[CH2:28][CH:29]=[CH2:30]. (6) Given the product [Cl:16][C:15]1[N:14]=[C:21]([Cl:22])[N:20]=[C:18]([O:11][C:1]2[C:10]3[C:5](=[CH:6][CH:7]=[CH:8][CH:9]=3)[CH:4]=[CH:3][CH:2]=2)[N:17]=1, predict the reactants needed to synthesize it. The reactants are: [C:1]1([OH:11])[C:10]2[C:5](=[CH:6][CH:7]=[CH:8][CH:9]=2)[CH:4]=[CH:3][CH:2]=1.[OH-].[Na+].[N:14]1[C:21]([Cl:22])=[N:20][C:18](Cl)=[N:17][C:15]=1[Cl:16]. (7) Given the product [CH2:21]([C:5]([CH2:6][OH:7])([CH2:9][OH:12])[CH2:4][CH3:3])[OH:23], predict the reactants needed to synthesize it. The reactants are: C(O)C[CH2:3][CH2:4][CH2:5][CH2:6][OH:7].[C:9](=[O:12])([O-])[O-].[OH-].[K+].S([O-])([O-])(=O)=O.[Mg+2].[C:21](OCC)(=[O:23])C.